This data is from TCR-epitope binding with 47,182 pairs between 192 epitopes and 23,139 TCRs. The task is: Binary Classification. Given a T-cell receptor sequence (or CDR3 region) and an epitope sequence, predict whether binding occurs between them. The epitope is VTEHDTLLY. The TCR CDR3 sequence is CASSLVGGAGHEQYF. Result: 0 (the TCR does not bind to the epitope).